From a dataset of Forward reaction prediction with 1.9M reactions from USPTO patents (1976-2016). Predict the product of the given reaction. (1) Given the reactants [CH3:1][N:2]1[CH2:7][CH2:6][N:5]([C:8]2[C:16]3[C:11](=[CH:12][C:13]([C:17]([O-:19])=O)=[CH:14][CH:15]=3)[NH:10][N:9]=2)[CH2:4][CH2:3]1.[Li+].C(Cl)CCl.C1C=CC2N(O)N=NC=2C=1.CCN(CC)CC.[CH2:42]([O:49][C:50]1[CH:56]=[CH:55][C:53]([NH2:54])=[CH:52][CH:51]=1)[C:43]1[CH:48]=[CH:47][CH:46]=[CH:45][CH:44]=1.Cl, predict the reaction product. The product is: [CH2:42]([O:49][C:50]1[CH:51]=[CH:52][C:53]([NH:54][C:17]([C:13]2[CH:12]=[C:11]3[C:16]([C:8]([N:5]4[CH2:4][CH2:3][N:2]([CH3:1])[CH2:7][CH2:6]4)=[N:9][NH:10]3)=[CH:15][CH:14]=2)=[O:19])=[CH:55][CH:56]=1)[C:43]1[CH:44]=[CH:45][CH:46]=[CH:47][CH:48]=1. (2) Given the reactants [CH3:1][O:2][C:3]1[CH:11]=[C:10]2[C:6]([CH:7]=[N:8][NH:9]2)=[CH:5][C:4]=1[NH:12][C:13]1[C:14]2[C:21]3[CH2:22][CH2:23][CH:24]([C:26]([OH:28])=O)[CH2:25][C:20]=3[S:19][C:15]=2[N:16]=[CH:17][N:18]=1.[NH:29]1[CH2:32][CH:31]([OH:33])[CH2:30]1, predict the reaction product. The product is: [OH:33][CH:31]1[CH2:32][N:29]([C:26]([CH:24]2[CH2:23][CH2:22][C:21]3[C:14]4[C:13]([NH:12][C:4]5[CH:5]=[C:6]6[C:10](=[CH:11][C:3]=5[O:2][CH3:1])[NH:9][N:8]=[CH:7]6)=[N:18][CH:17]=[N:16][C:15]=4[S:19][C:20]=3[CH2:25]2)=[O:28])[CH2:30]1. (3) Given the reactants [O:1]([C:8]1[CH:13]=[CH:12][C:11]([C:14]2[C:22]3[C:17](=[N:18][CH:19]=[N:20][C:21]=3[NH2:23])[N:16]([CH:24]3[CH2:29][CH2:28][NH:27][CH2:26][CH2:25]3)[N:15]=2)=[CH:10][CH:9]=1)[C:2]1[CH:7]=[CH:6][CH:5]=[CH:4][CH:3]=1.[C:30]([O:34][C:35]([N:37]1[CH2:42][CH2:41][C:40](=O)[CH2:39][CH2:38]1)=[O:36])([CH3:33])([CH3:32])[CH3:31].C(O[BH-](OC(=O)C)OC(=O)C)(=O)C.[Na+].C(O)(=O)C.C(=O)(O)[O-].[Na+], predict the reaction product. The product is: [C:30]([O:34][C:35]([N:37]1[CH2:42][CH2:41][CH:40]([N:27]2[CH2:28][CH2:29][CH:24]([N:16]3[C:17]4=[N:18][CH:19]=[N:20][C:21]([NH2:23])=[C:22]4[C:14]([C:11]4[CH:10]=[CH:9][C:8]([O:1][C:2]5[CH:7]=[CH:6][CH:5]=[CH:4][CH:3]=5)=[CH:13][CH:12]=4)=[N:15]3)[CH2:25][CH2:26]2)[CH2:39][CH2:38]1)=[O:36])([CH3:33])([CH3:31])[CH3:32]. (4) Given the reactants [F:1][C:2]1[C:3]2[N:4]([CH:12]=[CH:13][N:14]=2)[CH:5]=[CH:6][C:7]=1[C:8]([OH:11])([CH3:10])[CH3:9].Br[C:16]1[CH:17]=[C:18]([C:22]2[CH:29]=[CH:28][C:27]([F:30])=[CH:26][C:23]=2[C:24]#[N:25])[CH:19]=[N:20][CH:21]=1, predict the reaction product. The product is: [F:30][C:27]1[CH:28]=[CH:29][C:22]([C:18]2[CH:19]=[N:20][CH:21]=[C:16]([C:12]3[N:4]4[CH:5]=[CH:6][C:7]([C:8]([OH:11])([CH3:10])[CH3:9])=[C:2]([F:1])[C:3]4=[N:14][CH:13]=3)[CH:17]=2)=[C:23]([CH:26]=1)[C:24]#[N:25]. (5) Given the reactants C([Li])CCC.Br[C:7]1[CH:8]=[CH:9][C:10]([Cl:32])=[C:11]([CH:31]=1)[N:12]([CH2:22][C:23]1[CH:28]=[CH:27][C:26]([O:29][CH3:30])=[CH:25][CH:24]=1)[CH2:13][C:14]1[CH:19]=[CH:18][C:17]([O:20][CH3:21])=[CH:16][CH:15]=1.[B:33](OC(C)C)([O:38]C(C)C)[O:34]C(C)C, predict the reaction product. The product is: [CH3:21][O:20][C:17]1[CH:18]=[CH:19][C:14]([CH2:13][N:12]([CH2:22][C:23]2[CH:28]=[CH:27][C:26]([O:29][CH3:30])=[CH:25][CH:24]=2)[C:11]2[CH:31]=[C:7]([B:33]([OH:38])[OH:34])[CH:8]=[CH:9][C:10]=2[Cl:32])=[CH:15][CH:16]=1.